This data is from Peptide-MHC class II binding affinity with 134,281 pairs from IEDB. The task is: Regression. Given a peptide amino acid sequence and an MHC pseudo amino acid sequence, predict their binding affinity value. This is MHC class II binding data. (1) The peptide sequence is TEKGMKNVFDDVVPE. The MHC is DRB1_0301 with pseudo-sequence DRB1_0301. The binding affinity (normalized) is 0.413. (2) The peptide sequence is GELGIVDKIDAAFKI. The MHC is DRB1_0404 with pseudo-sequence DRB1_0404. The binding affinity (normalized) is 0.559. (3) The peptide sequence is VSSHNHIPGYKVQTN. The MHC is HLA-DQA10501-DQB10402 with pseudo-sequence HLA-DQA10501-DQB10402. The binding affinity (normalized) is 0.426. (4) The peptide sequence is AVAEAAVASAPQTTP. The MHC is HLA-DQA10501-DQB10201 with pseudo-sequence HLA-DQA10501-DQB10201. The binding affinity (normalized) is 0.355. (5) The peptide sequence is VDIKPKDSDEFIPMK. The MHC is DRB1_1302 with pseudo-sequence DRB1_1302. The binding affinity (normalized) is 0.299. (6) The peptide sequence is GTVVLTATFALGAAL. The MHC is HLA-DPA10201-DPB11401 with pseudo-sequence HLA-DPA10201-DPB11401. The binding affinity (normalized) is 0.0369.